This data is from Catalyst prediction with 721,799 reactions and 888 catalyst types from USPTO. The task is: Predict which catalyst facilitates the given reaction. (1) Reactant: O=[C:2]([CH2:7][CH2:8][C:9]([O:11]C)=O)[C:3]([O:5][CH3:6])=[O:4].Cl.Cl.[CH2:15]([NH:22][NH2:23])[C:16]1[CH:21]=[CH:20][CH:19]=[CH:18][CH:17]=1. Product: [CH2:15]([N:22]1[C:9](=[O:11])[CH2:8][CH2:7][C:2]([C:3]([O:5][CH3:6])=[O:4])=[N:23]1)[C:16]1[CH:21]=[CH:20][CH:19]=[CH:18][CH:17]=1. The catalyst class is: 502. (2) Reactant: Br[C:2]1[C:14]2[C:13]3[CH:12]=[C:11]([C:15]4[CH:16]=NC=[CH:19][CH:20]=4)[CH:10]=[CH:9][C:8]=3N=C[C:5]=2[N:4](C(OC(C)(C)C)=O)[N:3]=1.[C:28]([O-])([O-])=O.[K+].[K+].[C:34]([O:38]C(=O)NC1C=NC=C(B2OC(C)(C)C(C)(C)O2)C=1)(C)(C)[CH3:35].[CH3:57][N:58]([CH:60]=O)[CH3:59]. Product: [CH3:35][C:34]1[O:38][C:9](/[CH:10]=[CH:11]/[C:15]2[CH:20]=[CH:19][C:60]([N:58]([CH3:57])[CH3:59])=[CH:28][CH:16]=2)=[CH:8][C:13](=[C:14]([C:2]#[N:3])[C:5]#[N:4])[CH:12]=1. The catalyst class is: 587. (3) Reactant: [Cl:1][C:2]1[N:7]=[C:6]([NH2:8])[N:5]=[C:4]2[NH:9][N:10]=[CH:11][C:3]=12.C([O-])([O-])=O.[Cs+].[Cs+].[Cl:18][C:19]1[C:24]([CH3:25])=[C:23]([O:26][CH3:27])[C:22]([CH3:28])=[C:21]([CH2:29]Cl)[N:20]=1. Product: [Cl:1][C:2]1[N:7]=[C:6]([NH2:8])[N:5]=[C:4]2[N:9]([CH2:29][C:21]3[C:22]([CH3:28])=[C:23]([O:26][CH3:27])[C:24]([CH3:25])=[C:19]([Cl:18])[N:20]=3)[N:10]=[CH:11][C:3]=12. The catalyst class is: 31. (4) Reactant: [Br:1][C:2]1[S:3][C:4]([CH3:10])=[C:5]([CH2:7][CH2:8][OH:9])[N:6]=1.[CH2:11]([O:13][C:14](=[O:26])[CH2:15][C@H:16]1[C:24]2[C:19](=[CH:20][C:21](O)=[CH:22][CH:23]=2)[CH2:18][CH2:17]1)[CH3:12].C1C=CC(P(C2C=CC=CC=2)C2C=CC=CC=2)=CC=1.C1CCN(C(N=NC(N2CCCCC2)=O)=O)CC1. Product: [CH2:11]([O:13][C:14](=[O:26])[CH2:15][C@H:16]1[C:24]2[C:19](=[CH:20][C:21]([O:9][CH2:8][CH2:7][C:5]3[N:6]=[C:2]([Br:1])[S:3][C:4]=3[CH3:10])=[CH:22][CH:23]=2)[CH2:18][CH2:17]1)[CH3:12]. The catalyst class is: 1. (5) Reactant: [Cl:1][C:2]1[N:10]=[CH:9][CH:8]=[CH:7][C:3]=1[C:4](Cl)=[O:5].Cl.[CH3:12][O:13][C:14](=[O:27])[C@H:15]([CH2:17][C:18]1[C:26]2[C:21](=[CH:22][CH:23]=[CH:24][CH:25]=2)[NH:20][CH:19]=1)[NH2:16].C([O-])(O)=O.[Na+].O. Product: [CH3:12][O:13][C:14](=[O:27])[C@@H:15]([NH:16][C:4]([C:3]1[C:2]([Cl:1])=[N:10][CH:9]=[CH:8][CH:7]=1)=[O:5])[CH2:17][C:18]1[C:26]2[C:21](=[CH:22][CH:23]=[CH:24][CH:25]=2)[NH:20][CH:19]=1. The catalyst class is: 12. (6) Reactant: [F:1][C:2]1[CH:11]=[CH:10][C:5]2[NH:6][C:7]([SH:9])=[N:8][C:4]=2[CH:3]=1.[CH2:12]([O:14][C:15](=[O:21])[CH2:16][CH2:17][CH2:18][CH2:19]Br)[CH3:13].C([O-])([O-])=O.[K+].[K+]. Product: [CH2:12]([O:14][C:15]([CH2:16][CH2:17][CH2:18][CH2:19][S:9][C:7]1[NH:8][C:4]2[CH:3]=[C:2]([F:1])[CH:11]=[CH:10][C:5]=2[N:6]=1)=[O:21])[CH3:13]. The catalyst class is: 21. (7) Reactant: [C:1]([O:5][C:6]([N:8]1[CH2:13][CH2:12][N:11]([C:14]2[CH:19]=[CH:18][C:17]([NH:20][C:21]3[C:30]4[C:25](=[CH:26][CH:27]=[C:28]([Cl:31])[N:29]=4)[N:24]=[CH:23][C:22]=3[C:32](OC)=[O:33])=[CH:16][C:15]=2[C:36]([F:39])([F:38])[F:37])[CH2:10][CH2:9]1)=[O:7])([CH3:4])([CH3:3])[CH3:2].[BH4-].[Na+]. Product: [Cl:31][C:28]1[N:29]=[C:30]2[C:25](=[CH:26][CH:27]=1)[N:24]=[CH:23][C:22]([CH2:32][OH:33])=[C:21]2[NH:20][C:17]1[CH:18]=[CH:19][C:14]([N:11]2[CH2:10][CH2:9][N:8]([C:6]([O:5][C:1]([CH3:3])([CH3:4])[CH3:2])=[O:7])[CH2:13][CH2:12]2)=[C:15]([C:36]([F:39])([F:37])[F:38])[CH:16]=1. The catalyst class is: 8. (8) Reactant: [H-].[Na+].[CH3:3][C:4]([CH3:9])([CH2:7][OH:8])[CH2:5][OH:6].[Si:10](Cl)([C:23]([CH3:26])([CH3:25])[CH3:24])([C:17]1[CH:22]=[CH:21][CH:20]=[CH:19][CH:18]=1)[C:11]1[CH:16]=[CH:15][CH:14]=[CH:13][CH:12]=1.C(=O)([O-])O.[Na+]. Product: [Si:10]([O:6][CH2:5][C:4]([CH3:9])([CH3:3])[CH2:7][OH:8])([C:23]([CH3:26])([CH3:25])[CH3:24])([C:17]1[CH:18]=[CH:19][CH:20]=[CH:21][CH:22]=1)[C:11]1[CH:16]=[CH:15][CH:14]=[CH:13][CH:12]=1. The catalyst class is: 7.